This data is from Catalyst prediction with 721,799 reactions and 888 catalyst types from USPTO. The task is: Predict which catalyst facilitates the given reaction. (1) Reactant: [Br:1][C:2]1[CH:12]=[CH:11][C:5]([O:6][CH:7]2[CH2:10][NH:9][CH2:8]2)=[CH:4][CH:3]=1.C(N(CC)CC)C.[C:20](OC(=O)C)(=[O:22])[CH3:21]. Product: [Br:1][C:2]1[CH:12]=[CH:11][C:5]([O:6][CH:7]2[CH2:8][N:9]([C:20](=[O:22])[CH3:21])[CH2:10]2)=[CH:4][CH:3]=1. The catalyst class is: 124. (2) Reactant: [N:1]1([C:7]2[CH:12]=[CH:11][C:10]([NH:13][C:14]([C:16]3[CH2:21][CH2:20][CH2:19][CH2:18][C:17]=3[C:22]3[CH:27]=[CH:26][C:25]([C:28]([F:31])([F:30])[F:29])=[CH:24][CH:23]=3)=[O:15])=[CH:9][CH:8]=2)[CH2:6][CH2:5][NH:4][CH2:3][CH2:2]1.CS(O[CH2:37][C:38]1[N:42]=[CH:41][N:40]([C:43]([C:56]2[CH:61]=[CH:60][CH:59]=[CH:58][CH:57]=2)([C:50]2[CH:55]=[CH:54][CH:53]=[CH:52][CH:51]=2)[C:44]2[CH:49]=[CH:48][CH:47]=[CH:46][CH:45]=2)[N:39]=1)(=O)=O.C(N(CC)CC)C.O. Product: [F:30][C:28]([F:29])([F:31])[C:25]1[CH:24]=[CH:23][C:22]([C:17]2[CH2:18][CH2:19][CH2:20][CH2:21][C:16]=2[C:14]([NH:13][C:10]2[CH:9]=[CH:8][C:7]([N:1]3[CH2:6][CH2:5][N:4]([CH2:37][C:38]4[N:42]=[CH:41][N:40]([C:43]([C:44]5[CH:49]=[CH:48][CH:47]=[CH:46][CH:45]=5)([C:50]5[CH:51]=[CH:52][CH:53]=[CH:54][CH:55]=5)[C:56]5[CH:61]=[CH:60][CH:59]=[CH:58][CH:57]=5)[N:39]=4)[CH2:3][CH2:2]3)=[CH:12][CH:11]=2)=[O:15])=[CH:27][CH:26]=1. The catalyst class is: 7. (3) The catalyst class is: 6. Reactant: OS(O)(=O)=O.[Cl:6][C:7]1[C:8]([O:16][CH3:17])=[CH:9][C:10]([O:14][CH3:15])=[C:11]([NH2:13])[CH:12]=1.N([O-])=O.[Na+].[N-:22]=[N+:23]=[N-].[Na+]. Product: [N:13]([C:11]1[CH:12]=[C:7]([Cl:6])[C:8]([O:16][CH3:17])=[CH:9][C:10]=1[O:14][CH3:15])=[N+:22]=[N-:23]. (4) Reactant: C(O)(C(F)(F)F)=O.C(OC([N:15]1[CH2:19][CH2:18][C@H:17]([OH:20])[C@H:16]1[C:21]1[O:25][N:24]=[C:23]([C:26]2[CH:31]=[CH:30][C:29]([CH2:32][CH2:33][CH2:34][CH2:35][CH2:36][CH2:37][CH2:38][CH3:39])=[CH:28][CH:27]=2)[N:22]=1)=O)(C)(C)C. Product: [CH2:32]([C:29]1[CH:28]=[CH:27][C:26]([C:23]2[N:22]=[C:21]([C@@H:16]3[C@@H:17]([OH:20])[CH2:18][CH2:19][NH:15]3)[O:25][N:24]=2)=[CH:31][CH:30]=1)[CH2:33][CH2:34][CH2:35][CH2:36][CH2:37][CH2:38][CH3:39]. The catalyst class is: 2. (5) Reactant: [N+:1]([C:4]1[CH:5]=[C:6]([CH:9]=[CH:10][C:11]=1[O:12][CH3:13])[CH2:7][Br:8])([O-:3])=[O:2].[C:14]1([P:20]([C:27]2[CH:32]=[CH:31][CH:30]=[CH:29][CH:28]=2)[C:21]2[CH:26]=[CH:25][CH:24]=[CH:23][CH:22]=2)[CH:19]=[CH:18][CH:17]=[CH:16][CH:15]=1. Product: [Br-:8].[CH3:13][O:12][C:11]1[CH:10]=[CH:9][C:6]([CH2:7][P+:20]([C:21]2[CH:22]=[CH:23][CH:24]=[CH:25][CH:26]=2)([C:27]2[CH:32]=[CH:31][CH:30]=[CH:29][CH:28]=2)[C:14]2[CH:15]=[CH:16][CH:17]=[CH:18][CH:19]=2)=[CH:5][C:4]=1[N+:1]([O-:3])=[O:2]. The catalyst class is: 11.